This data is from NCI-60 drug combinations with 297,098 pairs across 59 cell lines. The task is: Regression. Given two drug SMILES strings and cell line genomic features, predict the synergy score measuring deviation from expected non-interaction effect. (1) Drug 1: CCC1=C2CN3C(=CC4=C(C3=O)COC(=O)C4(CC)O)C2=NC5=C1C=C(C=C5)O. Drug 2: CC(C)NC(=O)C1=CC=C(C=C1)CNNC.Cl. Cell line: ACHN. Synergy scores: CSS=48.7, Synergy_ZIP=-0.104, Synergy_Bliss=2.45, Synergy_Loewe=-31.1, Synergy_HSA=2.09. (2) Drug 1: C1CCC(CC1)NC(=O)N(CCCl)N=O. Drug 2: CCCCCOC(=O)NC1=NC(=O)N(C=C1F)C2C(C(C(O2)C)O)O. Cell line: IGROV1. Synergy scores: CSS=20.7, Synergy_ZIP=-7.66, Synergy_Bliss=-5.15, Synergy_Loewe=-22.5, Synergy_HSA=-4.54. (3) Drug 1: C1CN1P(=S)(N2CC2)N3CC3. Drug 2: C1=NC2=C(N=C(N=C2N1C3C(C(C(O3)CO)O)F)Cl)N. Cell line: MDA-MB-231. Synergy scores: CSS=37.4, Synergy_ZIP=-11.4, Synergy_Bliss=-6.99, Synergy_Loewe=-5.80, Synergy_HSA=-1.74.